Dataset: Forward reaction prediction with 1.9M reactions from USPTO patents (1976-2016). Task: Predict the product of the given reaction. (1) Given the reactants C([C@@H:8]1COC(=O)[N:9]1[C:14](=[O:36])[C@H:15]([CH2:19][C:20]1[C:25]([Cl:26])=[CH:24][C:23]([O:27][CH2:28][C:29]2[CH:34]=[CH:33][CH:32]=[CH:31][CH:30]=2)=[CH:22][C:21]=1[Cl:35])[CH2:16]C=O)C1C=CC=CC=1.[NH:37]1[C:45]2[CH:44](N)[CH2:43][CH2:42][CH2:41][C:40]=2[CH:39]=[N:38]1.C(O[BH-](OC(=O)C)OC(=O)C)(=O)C.[Na+], predict the reaction product. The product is: [CH2:28]([O:27][C:23]1[CH:22]=[C:21]([Cl:35])[C:20]([CH2:19][C@@H:15]2[CH2:16][CH2:8][N:9]([CH:44]3[C:45]4[NH:37][N:38]=[CH:39][C:40]=4[CH2:41][CH2:42][CH2:43]3)[C:14]2=[O:36])=[C:25]([Cl:26])[CH:24]=1)[C:29]1[CH:30]=[CH:31][CH:32]=[CH:33][CH:34]=1. (2) Given the reactants [CH3:1][O:2][CH2:3][CH2:4][N:5]1[CH2:11][CH2:10][C:9]2[CH:12]=[C:13]([NH2:16])[CH:14]=[CH:15][C:8]=2[CH2:7][CH2:6]1.[C:17]([CH2:19][N:20]([C@@H:25]1[CH2:30][CH2:29][CH2:28][C@@H:27]([NH:31][C:32]2[C:37]([Cl:38])=[CH:36][N:35]=[C:34](Cl)[N:33]=2)[CH2:26]1)[S:21]([CH3:24])(=[O:23])=[O:22])#[N:18], predict the reaction product. The product is: [Cl:38][C:37]1[C:32]([NH:31][C@@H:27]2[CH2:28][CH2:29][CH2:30][C@@H:25]([N:20]([CH2:19][C:17]#[N:18])[S:21]([CH3:24])(=[O:23])=[O:22])[CH2:26]2)=[N:33][C:34]([NH:16][C:13]2[CH:14]=[CH:15][C:8]3[CH2:7][CH2:6][N:5]([CH2:4][CH2:3][O:2][CH3:1])[CH2:11][CH2:10][C:9]=3[CH:12]=2)=[N:35][CH:36]=1. (3) Given the reactants [NH2:1][CH2:2][C@@H:3]([OH:5])[CH3:4].C([O-])([O-])=O.[K+].[K+].[Br:12][C:13]1[CH:14]=[C:15]([CH:20]=[CH:21][C:22]=1[CH2:23]Br)[C:16]([O:18][CH3:19])=[O:17], predict the reaction product. The product is: [Br:12][C:13]1[CH:14]=[C:15]([CH:20]=[CH:21][C:22]=1[CH2:23][NH:1][CH2:2][C@@H:3]([OH:5])[CH3:4])[C:16]([O:18][CH3:19])=[O:17]. (4) Given the reactants [NH:1](C(OC(C)(C)C)=O)[C@H:2]([C:6]([NH:8][C@H:9]([C:14]([O:16][CH2:17][C:18]1[CH:23]=[CH:22][CH:21]=[CH:20][CH:19]=1)=[O:15])[CH2:10][CH:11]([CH3:13])[CH3:12])=[O:7])[C@@H:3]([CH3:5])[OH:4].FC(F)(F)C(O)=O.C([O-])([O-])=O.[Na+].[Na+], predict the reaction product. The product is: [NH2:1][C@H:2]([C:6]([NH:8][C@H:9]([C:14]([O:16][CH2:17][C:18]1[CH:19]=[CH:20][CH:21]=[CH:22][CH:23]=1)=[O:15])[CH2:10][CH:11]([CH3:12])[CH3:13])=[O:7])[C@@H:3]([CH3:5])[OH:4]. (5) Given the reactants [C:1](=[S:3])=S.[NH2:4][C:5]1[CH:6]=[C:7]([CH:12]=[CH:13][C:14]=1[CH2:15][NH2:16])[C:8]([O:10][CH3:11])=[O:9].O, predict the reaction product. The product is: [S:3]=[C:1]1[NH:16][CH2:15][C:14]2[C:5](=[CH:6][C:7]([C:8]([O:10][CH3:11])=[O:9])=[CH:12][CH:13]=2)[NH:4]1. (6) Given the reactants O.ClC1C(=O)C(C#N)=C(C#N)C(=O)C=1Cl.[C:16]([C:20]1[CH:25]=[CH:24][C:23](/[C:26](/[C:45]2[CH:50]=[CH:49][C:48]([O:51][CH:52]([F:54])[F:53])=[C:47]([O:55]CC3C=CC(OC)=CC=3)[N:46]=2)=[CH:27]\[C@@H:28]2[N:32](CC3C=CC(OC)=CC=3OC)[C:31](=[O:44])[CH2:30][CH2:29]2)=[CH:22][CH:21]=1)([CH3:19])([CH3:18])[CH3:17], predict the reaction product. The product is: [C:16]([C:20]1[CH:21]=[CH:22][C:23](/[C:26](/[C:45]2[NH:46][C:47](=[O:55])[C:48]([O:51][CH:52]([F:53])[F:54])=[CH:49][CH:50]=2)=[CH:27]\[C@H:28]2[CH2:29][CH2:30][C:31](=[O:44])[NH:32]2)=[CH:24][CH:25]=1)([CH3:19])([CH3:17])[CH3:18]. (7) Given the reactants [Cl:1][C:2]1[CH:7]=[C:6](I)[CH:5]=[CH:4][N:3]=1.[Li]CCCC.[O:14]1[CH2:17][C:16](=[O:18])[CH2:15]1, predict the reaction product. The product is: [Cl:1][C:2]1[CH:7]=[C:6]([C:16]2([OH:18])[CH2:17][O:14][CH2:15]2)[CH:5]=[CH:4][N:3]=1. (8) The product is: [CH3:3][C:4]1[CH:5]=[N:6][N:7]([C:10]2([C:11]([O:13][C:14]([CH3:17])([CH3:16])[CH3:15])=[O:12])[CH2:19][CH2:18]2)[CH:8]=1. Given the reactants [H-].[Na+].[CH3:3][C:4]1[CH:5]=[N:6][NH:7][CH:8]=1.Br[CH:10]([CH2:18][CH2:19]Br)[C:11]([O:13][C:14]([CH3:17])([CH3:16])[CH3:15])=[O:12], predict the reaction product.